This data is from Merck oncology drug combination screen with 23,052 pairs across 39 cell lines. The task is: Regression. Given two drug SMILES strings and cell line genomic features, predict the synergy score measuring deviation from expected non-interaction effect. Drug 1: O=C(NOCC(O)CO)c1ccc(F)c(F)c1Nc1ccc(I)cc1F. Drug 2: CCC1(O)C(=O)OCc2c1cc1n(c2=O)Cc2cc3c(CN(C)C)c(O)ccc3nc2-1. Cell line: COLO320DM. Synergy scores: synergy=5.23.